Dataset: Forward reaction prediction with 1.9M reactions from USPTO patents (1976-2016). Task: Predict the product of the given reaction. Given the reactants [C:1]([C:5]1[CH:20]=[CH:19][C:8]([CH2:9][NH:10][NH:11][C:12]([O:14][C:15]([CH3:18])([CH3:17])[CH3:16])=[O:13])=[CH:7][CH:6]=1)([CH3:4])([CH3:3])[CH3:2].[CH2:21]([N:23]=[C:24]=[O:25])[CH3:22], predict the reaction product. The product is: [C:1]([C:5]1[CH:20]=[CH:19][C:8]([CH2:9][N:10]([C:24](=[O:25])[NH:23][CH2:21][CH3:22])[NH:11][C:12]([O:14][C:15]([CH3:18])([CH3:17])[CH3:16])=[O:13])=[CH:7][CH:6]=1)([CH3:4])([CH3:2])[CH3:3].